From a dataset of Forward reaction prediction with 1.9M reactions from USPTO patents (1976-2016). Predict the product of the given reaction. (1) Given the reactants [CH3:1][O:2][C:3]1[N:8]=[C:7]([C:9]2[CH:10]=[C:11]([CH:14]=[CH:15][CH:16]=2)[CH:12]=[O:13])[CH:6]=[C:5]([NH:17][CH2:18][CH2:19][C:20]2[CH:25]=[CH:24][C:23]([O:26][CH3:27])=[CH:22][CH:21]=2)[N:4]=1.[BH4-].[Na+], predict the reaction product. The product is: [CH3:1][O:2][C:3]1[N:8]=[C:7]([C:9]2[CH:10]=[C:11]([CH2:12][OH:13])[CH:14]=[CH:15][CH:16]=2)[CH:6]=[C:5]([NH:17][CH2:18][CH2:19][C:20]2[CH:21]=[CH:22][C:23]([O:26][CH3:27])=[CH:24][CH:25]=2)[N:4]=1. (2) Given the reactants [CH3:1][NH:2]C(C1C(=O)C(C2C=CN=C(C(F)(F)F)C=2)=C(C)N(C(C2C=CC(Br)=CN=2)C)C=1)=O.[CH3:32][NH:33][C:34]([C:36]1[C:37](=[O:63])[C:38]([C:53]2[CH:58]=[CH:57][N:56]=[C:55]([C:59]([F:62])([F:61])[F:60])[CH:54]=2)=[C:39]([CH3:52])[N:40]([CH:42]([C:45]2[CH:50]=[CH:49][C:48](Br)=[CH:47][CH:46]=2)[CH2:43][CH3:44])[CH:41]=1)=[O:35], predict the reaction product. The product is: [CH3:32][NH:33][C:34]([C:36]1[C:37](=[O:63])[C:38]([C:53]2[CH:58]=[CH:57][N:56]=[C:55]([C:59]([F:62])([F:61])[F:60])[CH:54]=2)=[C:39]([CH3:52])[N:40]([CH:42]([C:45]2[CH:50]=[CH:49][C:48]([C:1]#[N:2])=[CH:47][CH:46]=2)[CH2:43][CH3:44])[CH:41]=1)=[O:35]. (3) Given the reactants [Br:1][C:2]1[CH:8]=[CH:7][C:5]([NH2:6])=[CH:4][CH:3]=1.CC1(C)[O:15][C:14](=O)[CH2:13][C:12](=[O:17])[O:11]1, predict the reaction product. The product is: [Br:1][C:2]1[CH:8]=[CH:7][C:5]([NH:6][C:14](=[O:15])[CH2:13][C:12]([OH:17])=[O:11])=[CH:4][CH:3]=1. (4) Given the reactants [H-].[Na+].[C:3]1([C:25]2[CH:30]=[CH:29][CH:28]=[CH:27][CH:26]=2)[CH:8]=[CH:7][C:6]([CH2:9][C@H:10]2[N:14]([CH2:15][C:16]3[CH:21]=[CH:20][C:19](OC)=[CH:18][CH:17]=3)[C:13](=[O:24])[CH2:12][CH2:11]2)=[CH:5][CH:4]=1.[C:31](OC)(=[O:38])[C:32]1[CH:37]=[CH:36][CH:35]=[CH:34][CH:33]=1.[C:41]1(C)C=CC=CC=1, predict the reaction product. The product is: [C:31]([C@@H:12]1[CH2:11][CH:10]([CH2:9][C:6]2[CH:7]=[CH:8][C:3]([C:25]3[CH:26]=[CH:27][CH:28]=[CH:29][CH:30]=3)=[CH:4][CH:5]=2)[N:14](/[CH:15]=[CH:16]/[C:17]2[CH:18]=[CH:19][CH:20]=[CH:21][CH:41]=2)[C:13]1=[O:24])(=[O:38])[C:32]1[CH:37]=[CH:36][CH:35]=[CH:34][CH:33]=1. (5) Given the reactants Br[C:2]1[C:3]([O:12][CH2:13][CH:14]2[CH2:16][CH2:15]2)=[C:4]2[C:8](=[CH:9][CH:10]=1)[N:7]([CH3:11])[N:6]=[CH:5]2.[CH3:17][N:18]1[CH:23]=[C:22](B2OC(C)(C)C(C)(C)O2)[C:21]2[CH:33]=[CH:34][N:35]([S:36]([C:39]3[CH:44]=[CH:43][C:42]([CH3:45])=[CH:41][CH:40]=3)(=[O:38])=[O:37])[C:20]=2[C:19]1=[O:46], predict the reaction product. The product is: [CH:14]1([CH2:13][O:12][C:3]2[C:2]([C:22]3[C:21]4[CH:33]=[CH:34][N:35]([S:36]([C:39]5[CH:44]=[CH:43][C:42]([CH3:45])=[CH:41][CH:40]=5)(=[O:38])=[O:37])[C:20]=4[C:19](=[O:46])[N:18]([CH3:17])[CH:23]=3)=[CH:10][CH:9]=[C:8]3[C:4]=2[CH:5]=[N:6][N:7]3[CH3:11])[CH2:16][CH2:15]1. (6) Given the reactants [N:1]([CH:4]1[CH2:10][CH2:9][N:8]([C:11]2[N:15]([CH3:16])[N:14]=[CH:13][C:12]=2[N+:17]([O-:19])=[O:18])[CH2:7][CH2:6][CH:5]1[OH:20])=[N+:2]=[N-:3].N([CH:24]1C(O)CCN(C(OC(C)(C)C)=O)C[CH2:25]1)=[N+]=[N-], predict the reaction product. The product is: [N:1]([CH:4]1[CH2:10][CH2:9][N:8]([C:11]2[N:15]([CH:16]3[CH2:25][CH2:24]3)[N:14]=[CH:13][C:12]=2[N+:17]([O-:19])=[O:18])[CH2:7][CH2:6][CH:5]1[OH:20])=[N+:2]=[N-:3]. (7) Given the reactants [C:1]([O:5][C:6]([N:8]1[CH:12]([C:13]([O:15][C:16]([CH3:19])([CH3:18])[CH3:17])=[O:14])[CH2:11][CH2:10][NH:9]1)=[O:7])([CH3:4])([CH3:3])[CH3:2].C=O.[C:22](O[BH-](OC(=O)C)OC(=O)C)(=O)C.[Na+].C(O)(=O)C, predict the reaction product. The product is: [CH3:22][N:9]1[CH2:10][CH2:11][CH:12]([C:13]([O:15][C:16]([CH3:19])([CH3:18])[CH3:17])=[O:14])[N:8]1[C:6]([O:5][C:1]([CH3:4])([CH3:3])[CH3:2])=[O:7]. (8) Given the reactants [NH2:1][CH2:2][CH:3]1[O:7][CH:6]([O:8][CH:9]([CH:49]2[CH:53]([OH:54])[CH:52]([OH:55])[CH:51]([N:56]3[CH:61]=[CH:60][C:59](=[O:62])[NH:58][C:57]3=[O:63])[O:50]2)[CH:10]([C:46]([OH:48])=[O:47])[NH:11][CH2:12][CH2:13][CH2:14][NH:15][C:16](=[O:45])[CH:17]([CH:40]([OH:44])[CH:41]([CH3:43])[CH3:42])[NH:18][C:19](=[O:39])[CH:20]([CH:32]2[CH2:37][CH2:36][NH:35][C:34](=[NH:38])[NH:33]2)[NH:21][C:22](=[O:31])[NH:23][CH:24]([CH:28]([CH3:30])[CH3:29])[C:25]([OH:27])=[O:26])[CH:5]([O:64][CH3:65])[CH:4]1[OH:66].O.[CH2:68]([OH:72])[CH2:69]CC, predict the reaction product. The product is: [C:68]([NH:1][CH2:2][C@H:3]1[O:7][CH:6]([O:8][C@@H:9]([C@@H:49]2[C@@H:53]([OH:54])[C@@H:52]([OH:55])[C@H:51]([N:56]3[CH:61]=[CH:60][C:59](=[O:62])[NH:58][C:57]3=[O:63])[O:50]2)[CH:10]([C:46]([OH:48])=[O:47])[NH:11][CH2:12][CH2:13][CH2:14][NH:15][C:16](=[O:45])[CH:17]([CH:40]([OH:44])[CH:41]([CH3:42])[CH3:43])[NH:18][C:19](=[O:39])[CH:20]([CH:32]2[CH2:37][CH2:36][NH:35][C:34](=[NH:38])[NH:33]2)[NH:21][C:22](=[O:31])[NH:23][CH:24]([CH:28]([CH3:29])[CH3:30])[C:25]([OH:27])=[O:26])[C@H:5]([O:64][CH3:65])[C@H:4]1[OH:66])(=[O:72])[CH3:69]. (9) Given the reactants [NH:1]1[C:9]2[C:4](=[CH:5][CH:6]=[CH:7][CH:8]=2)[CH:3]=[C:2]1[CH2:10][NH2:11].[CH2:12]([O:19][C:20]1[CH:25]=[CH:24][N:23]([C:26]2[S:27][C:28]([C:32](O)=[O:33])=[C:29]([CH3:31])[N:30]=2)[C:22](=[O:35])[CH:21]=1)[C:13]1[CH:18]=[CH:17][CH:16]=[CH:15][CH:14]=1, predict the reaction product. The product is: [NH:1]1[C:9]2[C:4](=[CH:5][CH:6]=[CH:7][CH:8]=2)[CH:3]=[C:2]1[CH2:10][NH:11][C:32]([C:28]1[S:27][C:26]([N:23]2[CH:24]=[CH:25][C:20]([O:19][CH2:12][C:13]3[CH:18]=[CH:17][CH:16]=[CH:15][CH:14]=3)=[CH:21][C:22]2=[O:35])=[N:30][C:29]=1[CH3:31])=[O:33].